Dataset: Reaction yield outcomes from USPTO patents with 853,638 reactions. Task: Predict the reaction yield, written as a fraction of the theoretical maximum amount of product (1.0 means a 100% yield; for example, 0.34 means a 34% yield). The reactants are [O:1]1[C:5]2[CH:6]=[CH:7][CH:8]=[CH:9][C:4]=2[C:3]([N:10]2[CH2:15][CH2:14][N:13]([CH2:16][CH2:17][CH2:18][C:19]3[CH:20]=[C:21]4[C:25](=[CH:26][CH:27]=3)[C:24]([CH3:29])([CH3:28])[C:23](=[O:30])[C:22]4([CH3:32])[CH3:31])[CH2:12][CH2:11]2)=[N:2]1.[BH4-].[Na+]. The catalyst is CC(O)C.CO. The product is [O:1]1[C:5]2[CH:6]=[CH:7][CH:8]=[CH:9][C:4]=2[C:3]([N:10]2[CH2:15][CH2:14][N:13]([CH2:16][CH2:17][CH2:18][C:19]3[CH:20]=[C:21]4[C:25](=[CH:26][CH:27]=3)[C:24]([CH3:28])([CH3:29])[CH:23]([OH:30])[C:22]4([CH3:32])[CH3:31])[CH2:12][CH2:11]2)=[N:2]1. The yield is 0.850.